Dataset: Full USPTO retrosynthesis dataset with 1.9M reactions from patents (1976-2016). Task: Predict the reactants needed to synthesize the given product. (1) Given the product [C:1]([O:5][C:6]([NH:8][C:9]1[C:14]([C:15]([O:17][CH3:19])=[O:16])=[CH:13][C:12]([F:18])=[N:11][CH:10]=1)=[O:7])([CH3:4])([CH3:2])[CH3:3], predict the reactants needed to synthesize it. The reactants are: [C:1]([O:5][C:6]([NH:8][C:9]1[C:14]([C:15]([OH:17])=[O:16])=[CH:13][C:12]([F:18])=[N:11][CH:10]=1)=[O:7])([CH3:4])([CH3:3])[CH3:2].[CH3:19][Si](C=[N+]=[N-])(C)C. (2) Given the product [CH3:21][O:6][C:5](=[O:7])[CH2:4][CH2:3][CH:2]([NH2:1])[C:8]1[CH:13]=[CH:12][CH:11]=[C:10]([N+:14]([O-:16])=[O:15])[CH:9]=1, predict the reactants needed to synthesize it. The reactants are: [NH2:1][CH:2]([C:8]1[CH:13]=[CH:12][CH:11]=[C:10]([N+:14]([O-:16])=[O:15])[CH:9]=1)[CH2:3][CH2:4][C:5]([OH:7])=[O:6].S(Cl)(Cl)=O.[CH3:21]O. (3) Given the product [C:10]([O:14][C:15](=[O:37])[CH2:16][N:17]1[C:21]2[CH:22]=[CH:23][C:24]([N:26]([CH2:27][C:28]3[CH:29]=[CH:30][CH:31]=[CH:32][CH:33]=3)[C:7]([C:3]3[S:4][CH:5]=[CH:6][C:2]=3[CH3:1])=[O:8])=[CH:25][C:20]=2[N:19]=[C:18]1[CH2:34][CH2:35][CH3:36])([CH3:13])([CH3:12])[CH3:11], predict the reactants needed to synthesize it. The reactants are: [CH3:1][C:2]1[CH:6]=[CH:5][S:4][C:3]=1[C:7](Cl)=[O:8].[C:10]([O:14][C:15](=[O:37])[CH2:16][N:17]1[C:21]2[CH:22]=[CH:23][C:24]([NH:26][CH2:27][C:28]3[CH:33]=[CH:32][CH:31]=[CH:30][CH:29]=3)=[CH:25][C:20]=2[N:19]=[C:18]1[CH2:34][CH2:35][CH3:36])([CH3:13])([CH3:12])[CH3:11].CCN(C(C)C)C(C)C. (4) Given the product [CH3:34][C:31]([O:30][C:28]([N:9]1[CH2:10][CH2:11][C:5]2[CH:4]=[CH:3][C:39]([C:40]([OH:35])=[O:17])=[CH:15][C:6]=2[CH2:7][CH2:8]1)=[O:29])([CH3:32])[CH3:33], predict the reactants needed to synthesize it. The reactants are: C([C:3]1C=[CH:15][C:6]2[CH2:7][CH2:8][N:9](C(=O)C)[CH2:10][CH2:11][C:5]=2[CH:4]=1)#N.[OH-:17].[Na+].Cl.[C:28](O[C:28]([O:30][C:31]([CH3:34])([CH3:33])[CH3:32])=[O:29])([O:30][C:31]([CH3:34])([CH3:33])[CH3:32])=[O:29].[O:35]1[CH2:40][CH2:39]OCC1. (5) Given the product [Cl:12][C:13]1[CH:18]=[C:17]([F:19])[CH:16]=[CH:15][C:14]=1[C:20]1[N:3]=[N:2][N:1]([C:4]2[CH:5]=[CH:6][C:7]([O:10][CH3:11])=[CH:8][CH:9]=2)[C:21]=1[NH2:22], predict the reactants needed to synthesize it. The reactants are: [N:1]([C:4]1[CH:9]=[CH:8][C:7]([O:10][CH3:11])=[CH:6][CH:5]=1)=[N+:2]=[N-:3].[Cl:12][C:13]1[CH:18]=[C:17]([F:19])[CH:16]=[CH:15][C:14]=1[CH2:20][C:21]#[N:22].C[O-].[Na+]. (6) Given the product [CH2:1]([O:3][C:4]([C:6]1([CH2:28][CH2:29][CH2:30][C:31]([O:33][CH2:34][CH3:35])=[O:32])[CH2:12][CH2:11][N:10]([S:13]([C:16]2[CH:17]=[CH:18][C:19]([CH3:22])=[CH:20][CH:21]=2)(=[O:15])=[O:14])[C:9]2[CH:23]=[CH:24][CH:25]=[CH:26][C:8]=2[CH2:7]1)=[O:5])[CH3:2], predict the reactants needed to synthesize it. The reactants are: [CH2:1]([O:3][C:4]([C:6]1([CH2:28][CH2:29][CH2:30][C:31]([O:33][CH2:34][CH3:35])=[O:32])[CH2:12][CH2:11][N:10]([S:13]([C:16]2[CH:21]=[CH:20][C:19]([CH3:22])=[CH:18][CH:17]=2)(=[O:15])=[O:14])[C:9]2[CH:23]=[CH:24][CH:25]=[CH:26][C:8]=2[C:7]1=O)=[O:5])[CH3:2].FC(F)(F)C(O)=O.B(F)(F)F.CCOCC.CS(O)(=O)=O.C([SiH](CC)CC)C.